From a dataset of Experimentally validated miRNA-target interactions with 360,000+ pairs, plus equal number of negative samples. Binary Classification. Given a miRNA mature sequence and a target amino acid sequence, predict their likelihood of interaction. The miRNA is mmu-miR-671-5p with sequence AGGAAGCCCUGGAGGGGCUGGAG. The protein sequence of the target gene is MEANGFGLQNFPELKNDTFLRAAWGEETDYTPVWCMRQAGRYLPEFRETRAAQDFFSTCRSPEACCELTLQPLRRFPLDAAIIFSDILVVPQALGMEVTMVPGKGPSFPEPLREERDLERLRDPAAAASELGYVFQAITLTRQRLAGRVPLIGFAGAPWTLMTYMVEGGSSSTMAQAKRWLYQRPQASHKLLGILTDVLVPYLIGQVAAGAQALQLFESHAGHLGTELFSKFALPYIRDVAKRVKAGLQKAGLAPVPMIIFAKDGHFALEELAQAGYEVVGLDWTVAPKKARERVGKAVT.... Result: 0 (no interaction).